From a dataset of Full USPTO retrosynthesis dataset with 1.9M reactions from patents (1976-2016). Predict the reactants needed to synthesize the given product. (1) The reactants are: [CH:1]1[CH2:6][CH:5]=[CH:4][CH2:3][CH:2]=1.C([C:9]1[C:15](=O)[C:14](Cl)=[C:13](Cl)[C:11](=[O:12])[C:10]=1C#N)#N. Given the product [C:1]1([CH:10]2[CH2:9][CH2:15][CH2:14][CH2:13][C:11]2=[O:12])[CH:6]=[CH:5][CH:4]=[CH:3][CH:2]=1, predict the reactants needed to synthesize it. (2) Given the product [C:1]([O:5][C:6](=[O:23])[NH:7][CH:8]([C:15]1[CH:20]=[CH:19][C:18]([Cl:21])=[C:17]([Cl:22])[CH:16]=1)[CH2:9][C:25]1[CH:30]=[N:29][C:28]([O:31][CH:32]2[CH2:36][CH2:35][O:34][CH2:33]2)=[C:27]([CH3:37])[CH:26]=1)([CH3:2])([CH3:3])[CH3:4], predict the reactants needed to synthesize it. The reactants are: [C:1]([O:5][C:6](=[O:23])[NH:7][CH:8]([C:15]1[CH:20]=[CH:19][C:18]([Cl:21])=[C:17]([Cl:22])[CH:16]=1)[C:9](=O)N(OC)C)([CH3:4])([CH3:3])[CH3:2].Br[C:25]1[CH:26]=[C:27]([CH3:37])[C:28]([O:31][CH:32]2[CH2:36][CH2:35][O:34][CH2:33]2)=[N:29][CH:30]=1. (3) Given the product [Cl:1][C:2]1[CH:7]=[CH:6][C:5]([CH:8]([CH3:18])[CH2:9][C:10]([C:13]([F:14])([F:15])[F:16])([OH:17])[CH:11]=[N:22][C:23]2[CH:32]=[CH:31][C:30]([F:33])=[C:29]3[C:24]=2[CH:25]=[N:26][C:27]([CH3:34])=[N:28]3)=[C:4]([O:19][CH3:20])[C:3]=1[F:21], predict the reactants needed to synthesize it. The reactants are: [Cl:1][C:2]1[CH:7]=[CH:6][C:5]([CH:8]([CH3:18])[CH2:9][C:10]([OH:17])([C:13]([F:16])([F:15])[F:14])[CH:11]=O)=[C:4]([O:19][CH3:20])[C:3]=1[F:21].[NH2:22][C:23]1[CH:32]=[CH:31][C:30]([F:33])=[C:29]2[C:24]=1[CH:25]=[N:26][C:27]([CH3:34])=[N:28]2. (4) Given the product [CH2:11]([O:10][CH2:6][CH2:7][C:8]#[C:9][C:23]([C:22]1[CH:26]=[CH:27][C:19]([F:18])=[CH:20][CH:21]=1)=[O:24])[C:12]1[CH:17]=[CH:16][CH:15]=[CH:14][CH:13]=1, predict the reactants needed to synthesize it. The reactants are: C([Li])CCC.[CH2:6]([O:10][CH2:11][C:12]1[CH:17]=[CH:16][CH:15]=[CH:14][CH:13]=1)[CH2:7][C:8]#[CH:9].[F:18][C:19]1[CH:27]=[CH:26][C:22]([C:23](Cl)=[O:24])=[CH:21][CH:20]=1.[Cl-].[NH4+]. (5) Given the product [F:1][CH2:2][C@@:3]1([C:50]([OH:52])=[O:51])[CH2:8][CH2:7][C:6]([C:9]2[C:10]([CH3:49])([CH3:48])[C@H:11]3[C@:24]([CH3:27])([CH2:25][CH:26]=2)[C@@H:23]2[C@:14]([CH3:47])([C@@:15]4([CH3:46])[C@H:20]([CH2:21][CH2:22]2)[C@H:19]2[C@H:28]([C:31]([CH3:33])=[CH2:32])[CH2:29][CH2:30][C@:18]2([NH:34][CH2:35][C:36]([N:38]2[CH2:43][CH2:42][CH:41]([S:54]([CH3:53])(=[O:56])=[O:55])[CH2:40][CH2:39]2)=[O:37])[CH2:17][CH2:16]4)[CH2:13][CH2:12]3)=[CH:5][CH2:4]1, predict the reactants needed to synthesize it. The reactants are: [F:1][CH2:2][C@@:3]1([C:50]([OH:52])=[O:51])[CH2:8][CH2:7][C:6]([C:9]2[C:10]([CH3:49])([CH3:48])[C@H:11]3[C@:24]([CH3:27])([CH2:25][CH:26]=2)[C@@H:23]2[C@:14]([CH3:47])([C@@:15]4([CH3:46])[C@H:20]([CH2:21][CH2:22]2)[C@H:19]2[C@H:28]([C:31]([CH3:33])=[CH2:32])[CH2:29][CH2:30][C@:18]2([NH:34][CH2:35][C:36]([N:38]2[CH2:43][CH2:42][C:41](O)(C)[CH2:40][CH2:39]2)=[O:37])[CH2:17][CH2:16]4)[CH2:13][CH2:12]3)=[CH:5][CH2:4]1.[CH3:53][S:54](C1CCNCC1)(=[O:56])=[O:55].C(O)(C(F)(F)F)=O.